From a dataset of Reaction yield outcomes from USPTO patents with 853,638 reactions. Predict the reaction yield, written as a fraction of the theoretical maximum amount of product (1.0 means a 100% yield; for example, 0.34 means a 34% yield). (1) The product is [Cl:17][C:9]1[N:8]=[C:7]([CH3:14])[C:6]2[C:11](=[CH:12][C:3]([O:2][CH3:1])=[CH:4][CH:5]=2)[N:10]=1. The catalyst is O. The yield is 0.600. The reactants are [CH3:1][O:2][C:3]1[CH:12]=[C:11]2[C:6]([C:7]([CH3:14])=[N:8][C:9](O)=[N:10]2)=[CH:5][CH:4]=1.O=P(Cl)(Cl)[Cl:17]. (2) The yield is 0.700. The reactants are [Cl:1][C:2]1[CH:3]=[C:4]([C:10](=[O:12])[CH3:11])[CH:5]=[CH:6][C:7]=1[O:8][CH3:9].[Br:13]Br. The catalyst is CO. The product is [Br:13][CH2:11][C:10]([C:4]1[CH:5]=[CH:6][C:7]([O:8][CH3:9])=[C:2]([Cl:1])[CH:3]=1)=[O:12]. (3) The reactants are [Cl:1][C:2]1[C:3]([NH:23][C@@H:24]2[CH2:29][CH2:28][CH2:27][CH2:26][C@H:25]2[NH:30][S:31]([CH3:34])(=[O:33])=[O:32])=[N:4][C:5]([NH:8][C:9]2[CH:19]=[CH:18][C:17]3[CH2:16][CH:15]4[NH:20][CH:12]([CH2:13][CH2:14]4)[C:11]=3[C:10]=2[O:21][CH3:22])=[N:6][CH:7]=1.I[CH2:36][CH3:37]. No catalyst specified. The product is [Cl:1][C:2]1[C:3]([NH:23][C@@H:24]2[CH2:29][CH2:28][CH2:27][CH2:26][C@H:25]2[NH:30][S:31]([CH3:34])(=[O:33])=[O:32])=[N:4][C:5]([NH:8][C:9]2[CH:19]=[CH:18][C:17]3[CH2:16][CH:15]4[N:20]([CH2:36][CH3:37])[CH:12]([CH2:13][CH2:14]4)[C:11]=3[C:10]=2[O:21][CH3:22])=[N:6][CH:7]=1. The yield is 0.230. (4) The reactants are [CH3:1][O:2][C:3]1[CH:8]=[CH:7][CH:6]=[CH:5][C:4]=1[CH:9]([CH2:14][C:15]1[CH:20]=[CH:19][CH:18]=[CH:17][CH:16]=1)[C:10]([O:12]C)=[O:11].[OH-].[Na+].O.Cl. The catalyst is C1COCC1.CO. The product is [CH3:1][O:2][C:3]1[CH:8]=[CH:7][CH:6]=[CH:5][C:4]=1[CH:9]([CH2:14][C:15]1[CH:20]=[CH:19][CH:18]=[CH:17][CH:16]=1)[C:10]([OH:12])=[O:11]. The yield is 0.510. (5) The reactants are [CH3:1][O:2][CH2:3][C@@H:4]([O:6][C:7]1[CH:8]=[C:9]([CH:14]=[C:15]([O:17]CC2C=CC=CC=2C)[CH:16]=1)[C:10]([O:12][CH3:13])=[O:11])[CH3:5]. The catalyst is C1COCC1.C(O)C.[Pd]. The product is [OH:17][C:15]1[CH:14]=[C:9]([CH:8]=[C:7]([O:6][C@@H:4]([CH3:5])[CH2:3][O:2][CH3:1])[CH:16]=1)[C:10]([O:12][CH3:13])=[O:11]. The yield is 0.990. (6) The reactants are [C:1]1([C:7]2[C:15]3[C:10](=[CH:11][C:12]([C:16]([OH:18])=[O:17])=[CH:13][CH:14]=3)[NH:9][CH:8]=2)[CH2:6][CH2:5][CH2:4][CH2:3][CH:2]=1.CO. The catalyst is C1COCC1. The product is [CH:1]1([C:7]2[C:15]3[C:10](=[CH:11][C:12]([C:16]([OH:18])=[O:17])=[CH:13][CH:14]=3)[NH:9][CH:8]=2)[CH2:2][CH2:3][CH2:4][CH2:5][CH2:6]1. The yield is 0.790. (7) The reactants are [Cl:1][C:2]1[CH:10]=[C:9]2[C:5]([C:6]([C:12](=[O:17])C(F)(F)F)=[C:7]([CH3:11])[NH:8]2)=[CH:4][CH:3]=1.[OH-:18].[Na+]. The catalyst is O. The product is [Cl:1][C:2]1[CH:10]=[C:9]2[C:5]([C:6]([C:12]([OH:17])=[O:18])=[C:7]([CH3:11])[NH:8]2)=[CH:4][CH:3]=1. The yield is 0.310.